From a dataset of Retrosynthesis with 50K atom-mapped reactions and 10 reaction types from USPTO. Predict the reactants needed to synthesize the given product. (1) Given the product Cc1cc(Cl)ccc1C(NC(=O)Cc1ccc2nc(-c3cccnc3C)ccc2c1)c1ccccc1, predict the reactants needed to synthesize it. The reactants are: Cc1cc(Cl)ccc1C(N)c1ccccc1.Cc1ncccc1-c1ccc2cc(CC(=O)O)ccc2n1. (2) Given the product COC(=O)C[C@@H]1COc2cc(O[C@@H]3CCc4c(Oc5ccc(CN6CCCCC6)cc5C#N)ccc(F)c43)ccc21, predict the reactants needed to synthesize it. The reactants are: C1CCNCC1.COC(=O)C[C@@H]1COc2cc(O[C@@H]3CCc4c(Oc5ccc(C=O)cc5C#N)ccc(F)c43)ccc21. (3) Given the product CCOC(=O)CCc1cc(C(=O)NCc2ccc(S(=O)(=O)C3CC3)cc2)c(=O)n(-c2cccc(C(F)(F)F)c2)c1C, predict the reactants needed to synthesize it. The reactants are: CCOC(=O)/C=C/c1cc(C(=O)NCc2ccc(S(=O)(=O)C3CC3)cc2)c(=O)n(-c2cccc(C(F)(F)F)c2)c1C.